From a dataset of Reaction yield outcomes from USPTO patents with 853,638 reactions. Predict the reaction yield, written as a fraction of the theoretical maximum amount of product (1.0 means a 100% yield; for example, 0.34 means a 34% yield). (1) The reactants are [CH2:1]([N:8]1[C:12]([C@H:13]([N:18]([CH2:29][C@H:30]2[C@@H:34]([F:35])[CH2:33][N:32](C(OCC3C=CC=CC=3)=O)[CH2:31]2)[C:19]([N:21]2[CH2:26][C@@H:25]([CH3:27])[O:24][C@@H:23]([CH3:28])[CH2:22]2)=[O:20])[C:14]([CH3:17])([CH3:16])[CH3:15])=[N:11][C:10]([C:46]2[CH:51]=[C:50]([F:52])[CH:49]=[CH:48][C:47]=2[F:53])=[N:9]1)[C:2]1[CH:7]=[CH:6][CH:5]=[CH:4][CH:3]=1. The catalyst is C(O)C.[Pd]. The product is [CH2:1]([N:8]1[C:12]([C@H:13]([N:18]([CH2:29][C@H:30]2[C@@H:34]([F:35])[CH2:33][NH:32][CH2:31]2)[C:19]([N:21]2[CH2:22][C@@H:23]([CH3:28])[O:24][C@@H:25]([CH3:27])[CH2:26]2)=[O:20])[C:14]([CH3:15])([CH3:16])[CH3:17])=[N:11][C:10]([C:46]2[CH:51]=[C:50]([F:52])[CH:49]=[CH:48][C:47]=2[F:53])=[N:9]1)[C:2]1[CH:7]=[CH:6][CH:5]=[CH:4][CH:3]=1. The yield is 0.940. (2) The reactants are [Cl:1][C:2]1[N:3]([C@@H:15]2[O:21][C@H:20]([CH2:22][OH:23])[C@@H:18]([OH:19])[C@H:16]2[OH:17])[C:4]2[C:9]([C:10]=1[CH:11]=O)=[CH:8][C:7]([Cl:13])=[C:6]([Cl:14])[CH:5]=2.Cl.[O:25]([NH2:27])[CH3:26].C(=O)(O)[O-].[Na+].CO.O. The catalyst is CO.O.S([O-])([O-])(=O)=S.[Na+].[Na+]. The product is [Cl:1][CH:2]1[C:10](=[C:11]=[N:27][O:25][CH3:26])[C:9]2[C:4](=[CH:5][C:6]([Cl:14])=[C:7]([Cl:13])[CH:8]=2)[N:3]1[C@@H:15]1[O:21][C@H:20]([CH2:22][OH:23])[C@@H:18]([OH:19])[C@H:16]1[OH:17]. The yield is 0.410.